This data is from Full USPTO retrosynthesis dataset with 1.9M reactions from patents (1976-2016). The task is: Predict the reactants needed to synthesize the given product. (1) Given the product [Cl:38][C:18]1[N:19]=[C:14]([C:7]2[C:8]3[C:9](=[N:10][CH:11]=[CH:12][CH:13]=3)[N:5]([CH2:4][C:3]3[CH:32]=[CH:33][CH:34]=[CH:35][C:2]=3[F:1])[N:6]=2)[N:15]=[N:16][C:17]=1[C:21]([CH3:31])([CH2:27][CH2:28][CH:29]=[CH2:30])[C:22]([O:24][CH2:25][CH3:26])=[O:23], predict the reactants needed to synthesize it. The reactants are: [F:1][C:2]1[CH:35]=[CH:34][CH:33]=[CH:32][C:3]=1[CH2:4][N:5]1[C:9]2=[N:10][CH:11]=[CH:12][CH:13]=[C:8]2[C:7]([C:14]2[N:15]=[N:16][C:17]([C:21]([CH3:31])([CH2:27][CH2:28][CH:29]=[CH2:30])[C:22]([O:24][CH2:25][CH3:26])=[O:23])=[C:18](O)[N:19]=2)=[N:6]1.P(Cl)(Cl)([Cl:38])=O. (2) Given the product [CH3:1][O:2][C:3](=[O:15])[CH2:4][C:5]1[C:13]2[C:8](=[N:36][CH:10]=[CH:11][CH:12]=2)[N:7]([CH2:21][C:22]([C:24]2[CH:29]=[CH:28][C:27]([S:30]([CH3:33])(=[O:32])=[O:31])=[CH:26][CH:25]=2)=[O:23])[C:6]=1[CH3:14], predict the reactants needed to synthesize it. The reactants are: [CH3:1][O:2][C:3](=[O:15])[CH2:4][C:5]1[C:13]2[C:8](=C[CH:10]=[CH:11][CH:12]=2)[NH:7][C:6]=1[CH3:14].[Na+].[I-].[H-].[Na+].Br[CH2:21][C:22]([C:24]1[CH:29]=[CH:28][C:27]([S:30]([CH3:33])(=[O:32])=[O:31])=[CH:26][CH:25]=1)=[O:23].CC[N:36](C(C)C)C(C)C. (3) Given the product [NH2:10][CH2:11][CH2:12][CH2:13][CH2:14][C@H:15]([NH:27][C:28]([CH:30]1[CH2:35][CH2:34][O:33][CH2:32][CH2:31]1)=[O:29])[C:16]([C:18]1[S:19][C:20]2[CH:26]=[CH:25][CH:24]=[CH:23][C:21]=2[N:22]=1)=[O:17], predict the reactants needed to synthesize it. The reactants are: C(OC(=O)[NH:10][CH2:11][CH2:12][CH2:13][CH2:14][C@H:15]([NH:27][C:28]([CH:30]1[CH2:35][CH2:34][O:33][CH2:32][CH2:31]1)=[O:29])[C:16]([C:18]1[S:19][C:20]2[CH:26]=[CH:25][CH:24]=[CH:23][C:21]=2[N:22]=1)=[O:17])C1C=CC=CC=1.Br.CC(O)=O.